The task is: Regression. Given a peptide amino acid sequence and an MHC pseudo amino acid sequence, predict their binding affinity value. This is MHC class I binding data.. This data is from Peptide-MHC class I binding affinity with 185,985 pairs from IEDB/IMGT. (1) The peptide sequence is TQVKELGIAI. The MHC is HLA-A26:01 with pseudo-sequence HLA-A26:01. The binding affinity (normalized) is 0.000767. (2) The peptide sequence is QLIRLLTW. The MHC is Mamu-B52 with pseudo-sequence Mamu-B52. The binding affinity (normalized) is 0.536. (3) The peptide sequence is LPFPFLYKFLL. The MHC is HLA-A03:01 with pseudo-sequence HLA-A03:01. The binding affinity (normalized) is 0.395. (4) The MHC is HLA-B46:01 with pseudo-sequence HLA-B46:01. The binding affinity (normalized) is 0.516. The peptide sequence is YMKKRYEEF. (5) The peptide sequence is AQRWANQIR. The MHC is HLA-B18:01 with pseudo-sequence HLA-B18:01. The binding affinity (normalized) is 0.0847. (6) The peptide sequence is KQMYKTPTLK. The MHC is HLA-A31:01 with pseudo-sequence HLA-A31:01. The binding affinity (normalized) is 0.579. (7) The peptide sequence is ALRQARAAF. The MHC is HLA-B45:06 with pseudo-sequence HLA-B45:06. The binding affinity (normalized) is 0.213. (8) The peptide sequence is NFWLNTLLF. The MHC is HLA-A11:01 with pseudo-sequence HLA-A11:01. The binding affinity (normalized) is 0.0847. (9) The peptide sequence is AYRPPNAPI. The MHC is H-2-Kd with pseudo-sequence H-2-Kd. The binding affinity (normalized) is 0.250. (10) The binding affinity (normalized) is 0.351. The MHC is HLA-A02:02 with pseudo-sequence HLA-A02:02. The peptide sequence is TTFITVLTSV.